Dataset: Full USPTO retrosynthesis dataset with 1.9M reactions from patents (1976-2016). Task: Predict the reactants needed to synthesize the given product. (1) The reactants are: NC1(C2C=CC(C3C(=O)C4C(=CC=C(F)C=4)OC=3C3C=CC=CC=3)=CC=2)CCC1.C(OC(=O)[NH:36][C:37]1([C:41]2[CH:46]=[CH:45][C:44]([C:47]3[C:48](=[O:68])[C:49]4[CH:50]=[CH:51][C:52]5[C:53](=[N:63][N:64]([CH2:66][CH3:67])[CH:65]=5)[C:54]=4[O:55][C:56]=3[C:57]3[CH:62]=[CH:61][CH:60]=[CH:59][CH:58]=3)=[CH:43][CH:42]=2)[CH2:40][CH2:39][CH2:38]1)(C)(C)C.C(O)(C(F)(F)F)=O.[ClH:77]. Given the product [ClH:77].[NH2:36][C:37]1([C:41]2[CH:42]=[CH:43][C:44]([C:47]3[C:48](=[O:68])[C:49]4[CH:50]=[CH:51][C:52]5[C:53](=[N:63][N:64]([CH2:66][CH3:67])[CH:65]=5)[C:54]=4[O:55][C:56]=3[C:57]3[CH:62]=[CH:61][CH:60]=[CH:59][CH:58]=3)=[CH:45][CH:46]=2)[CH2:40][CH2:39][CH2:38]1, predict the reactants needed to synthesize it. (2) Given the product [CH2:1]([N:3]([CH2:11][C:12]1[CH:13]=[N:14][CH:15]=[C:16]([C:19]2[CH:20]=[C:21]3[C:25](=[CH:26][CH:27]=2)[N:24]([CH:28]2[CH2:33][CH2:32][CH2:31][CH2:30][O:29]2)[N:23]=[C:22]3[C:34]2[NH:35][C:36]([C:39]([NH:41][CH:49]([CH3:51])[CH3:50])=[O:40])=[CH:37][N:38]=2)[C:17]=1[CH3:18])[C:4](=[O:10])[O:5][C:6]([CH3:9])([CH3:8])[CH3:7])[CH3:2], predict the reactants needed to synthesize it. The reactants are: [CH2:1]([N:3]([CH2:11][C:12]1[CH:13]=[N:14][CH:15]=[C:16]([C:19]2[CH:20]=[C:21]3[C:25](=[CH:26][CH:27]=2)[N:24]([CH:28]2[CH2:33][CH2:32][CH2:31][CH2:30][O:29]2)[N:23]=[C:22]3[C:34]2[NH:35][C:36]([C:39]([NH:41]CC3C=NC=CC=3)=[O:40])=[CH:37][N:38]=2)[C:17]=1[CH3:18])[C:4](=[O:10])[O:5][C:6]([CH3:9])([CH3:8])[CH3:7])[CH3:2].[C:49](OC(N(CC1C(C)=C(C2C=C3C(=CC=2)N(C2CCCCO2)N=C3C2NC(C(O)=O)=CN=2)C=NC=1)CC)=O)(C)([CH3:51])[CH3:50].C(N(C(C)C)CC)(C)C.C(N)(C)C.CN(C(ON1N=NC2C=CC=NC1=2)=[N+](C)C)C.F[P-](F)(F)(F)(F)F. (3) Given the product [CH3:13][O:14][C:15]1[CH:16]=[C:17](/[C:18](=[CH:11]/[C:4]2[C:5]3[C:10](=[CH:9][CH:8]=[CH:7][CH:6]=3)[N:2]([CH3:1])[CH:3]=2)/[C:19]#[N:20])[CH:21]=[CH:22][C:23]=1[O:24][CH3:25], predict the reactants needed to synthesize it. The reactants are: [CH3:1][N:2]1[C:10]2[C:5](=[CH:6][CH:7]=[CH:8][CH:9]=2)[C:4]([CH:11]=O)=[CH:3]1.[CH3:13][O:14][C:15]1[CH:16]=[C:17]([CH:21]=[CH:22][C:23]=1[O:24][CH3:25])[CH2:18][C:19]#[N:20]. (4) Given the product [F:1][C:2]1[CH:11]=[C:10]2[C:5]([CH:6]=[CH:7][CH:8]=[N:9]2)=[CH:4][C:3]=1[CH2:12][N:13]1[C:21]2[C:16](=[N:17][CH:18]=[C:19](/[C:22](=[N:29]/[NH:28][C:25](=[O:27])[CH3:26])/[CH3:23])[N:20]=2)[N:15]=[N:14]1, predict the reactants needed to synthesize it. The reactants are: [F:1][C:2]1[CH:11]=[C:10]2[C:5]([CH:6]=[CH:7][CH:8]=[N:9]2)=[CH:4][C:3]=1[CH2:12][N:13]1[C:21]2[C:16](=[N:17][CH:18]=[C:19]([C:22](=O)[CH3:23])[N:20]=2)[N:15]=[N:14]1.[C:25]([NH:28][NH2:29])(=[O:27])[CH3:26]. (5) The reactants are: [OH:1][C:2]([C:5]1[N:9]=[C:8]([C:10]([O:12]CC)=O)[O:7][N:6]=1)([CH3:4])[CH3:3].[NH2:15][CH2:16][C@@H:17]([N:19]1[CH:23]=[CH:22][C:21]([C:24]2[CH:31]=[C:30]([F:32])[C:27]([C:28]#[N:29])=[C:26]([Cl:33])[CH:25]=2)=[N:20]1)[CH3:18]. Given the product [Cl:33][C:26]1[CH:25]=[C:24]([C:21]2[CH:22]=[CH:23][N:19]([C@@H:17]([CH3:18])[CH2:16][NH:15][C:10]([C:8]3[O:7][N:6]=[C:5]([C:2]([OH:1])([CH3:3])[CH3:4])[N:9]=3)=[O:12])[N:20]=2)[CH:31]=[C:30]([F:32])[C:27]=1[C:28]#[N:29], predict the reactants needed to synthesize it.